This data is from Forward reaction prediction with 1.9M reactions from USPTO patents (1976-2016). The task is: Predict the product of the given reaction. (1) Given the reactants [CH3:1][C:2]1[CH:7]=[C:6]([C:8]2[O:9][C:10]3[N:11]=[C:12]([S:21][CH3:22])[N:13]=[C:14]([O:17][CH2:18][CH2:19][CH3:20])[C:15]=3[N:16]=2)[CH:5]=[C:4]([CH3:23])[C:3]=1[OH:24].C(=O)([O-])[O-].[K+].[K+].Br[CH2:32][C:33]([O:35][C:36]([CH3:39])([CH3:38])[CH3:37])=[O:34], predict the reaction product. The product is: [C:36]([O:35][C:33](=[O:34])[CH2:32][O:24][C:3]1[C:2]([CH3:1])=[CH:7][C:6]([C:8]2[O:9][C:10]3[N:11]=[C:12]([S:21][CH3:22])[N:13]=[C:14]([O:17][CH2:18][CH2:19][CH3:20])[C:15]=3[N:16]=2)=[CH:5][C:4]=1[CH3:23])([CH3:39])([CH3:38])[CH3:37]. (2) Given the reactants [CH:1]1([N:4](CC2C=CC(OC)=CC=2)[C:5]2[C:10]3=[N:11][CH:12]=[C:13]([C:14]#[N:15])[N:9]3[N:8]=[C:7](S(C)(=O)=O)[N:6]=2)[CH2:3][CH2:2]1.[NH2:29][C:30]1[N:35]=[C:34]([C:36]#[N:37])[CH:33]=[CH:32][CH:31]=1, predict the reaction product. The product is: [C:36]([C:34]1[N:35]=[C:30]([NH:29][C:7]2[N:6]=[C:5]([NH:4][CH:1]3[CH2:2][CH2:3]3)[C:10]3=[N:11][CH:12]=[C:13]([C:14]#[N:15])[N:9]3[N:8]=2)[CH:31]=[CH:32][CH:33]=1)#[N:37].